This data is from Full USPTO retrosynthesis dataset with 1.9M reactions from patents (1976-2016). The task is: Predict the reactants needed to synthesize the given product. (1) Given the product [Si:31]([O:19][CH2:18][CH2:17][N:13]1[C:14]([CH2:15][CH3:16])=[C:10]([S:9][C:4]2[CH:3]=[C:2]([Br:1])[CH:7]=[C:6]([Br:8])[CH:5]=2)[C:11]([CH2:20][CH3:21])=[N:12]1)([C:27]([CH3:30])([CH3:29])[CH3:28])([CH3:33])[CH3:32], predict the reactants needed to synthesize it. The reactants are: [Br:1][C:2]1[CH:3]=[C:4]([S:9][C:10]2[C:11]([CH2:20][CH3:21])=[N:12][N:13]([CH2:17][CH2:18][OH:19])[C:14]=2[CH2:15][CH3:16])[CH:5]=[C:6]([Br:8])[CH:7]=1.N1C=CN=C1.[C:27]([Si:31](Cl)([CH3:33])[CH3:32])([CH3:30])([CH3:29])[CH3:28]. (2) Given the product [Br:74][C:71]1[O:70][C:69]([CH2:68][N:65]2[CH2:64][CH2:63][C:62]3([C:59]4[C:60](=[O:61])[N:55]([CH2:54][C@H:53]([NH:52][CH2:30][CH2:31][CH2:32][C:33]([OH:35])=[O:34])[C:90]5[CH:91]=[CH:92][CH:93]=[CH:94][CH:95]=5)[C:56](=[O:89])[N:57]([CH2:77][C:78]5[C:83]([C:84]([F:87])([F:86])[F:85])=[CH:82][CH:81]=[CH:80][C:79]=5[F:88])[C:58]=4[CH2:76][O:75]3)[CH2:67][CH2:66]2)=[CH:73][CH:72]=1, predict the reactants needed to synthesize it. The reactants are: ClC1C=C(C=CC=1)CN1CCC2(C3C(=O)N(C[C@H](N[CH2:30][CH2:31][CH2:32][C:33]([OH:35])=[O:34])C4C=CC=CC=4)C(=O)N(CC4C(C(F)(F)F)=CC=CC=4F)C=3CO2)CC1.[NH2:52][C@H:53]([C:90]1[CH:95]=[CH:94][CH:93]=[CH:92][CH:91]=1)[CH2:54][N:55]1[C:60](=[O:61])[C:59]2[C:62]3([O:75][CH2:76][C:58]=2[N:57]([CH2:77][C:78]2[C:83]([C:84]([F:87])([F:86])[F:85])=[CH:82][CH:81]=[CH:80][C:79]=2[F:88])[C:56]1=[O:89])[CH2:67][CH2:66][N:65]([CH2:68][C:69]1[O:70][C:71]([Br:74])=[CH:72][CH:73]=1)[CH2:64][CH2:63]3. (3) The reactants are: [F:1][C:2]1[CH:3]=[C:4]([CH:6]=[CH:7][C:8]=1[F:9])[NH2:5].[Cl:10][C:11]1[CH:18]=[CH:17][C:14]([CH:15]=O)=[CH:13][CH:12]=1.C([O:21][C:22](=O)[C:23](=[O:30])[CH2:24][C:25](=[O:29])[CH:26]([CH3:28])[CH3:27])C. Given the product [Cl:10][C:11]1[CH:18]=[CH:17][C:14]([CH:15]2[N:5]([C:4]3[CH:6]=[CH:7][C:8]([F:9])=[C:2]([F:1])[CH:3]=3)[C:22](=[O:21])[C:23]([OH:30])=[C:24]2[C:25](=[O:29])[CH:26]([CH3:28])[CH3:27])=[CH:13][CH:12]=1, predict the reactants needed to synthesize it. (4) Given the product [C:26]1(=[CH:25][C:8]2[C:9]([C:11]3[CH:16]=[C:15]([C:17]([CH3:20])([CH3:19])[CH3:18])[CH:14]=[C:13]([C:21]([CH3:24])([CH3:23])[CH3:22])[CH:12]=3)=[N:10][C:5]([C:33]#[N:34])=[N:6][CH:7]=2)[CH2:31][CH2:30][CH2:29][CH2:28][CH2:27]1, predict the reactants needed to synthesize it. The reactants are: [C-]#N.[Na+].Cl[C:5]1[N:10]=[C:9]([C:11]2[CH:16]=[C:15]([C:17]([CH3:20])([CH3:19])[CH3:18])[CH:14]=[C:13]([C:21]([CH3:24])([CH3:23])[CH3:22])[CH:12]=2)[C:8]([CH:25]=[C:26]2[CH2:31][CH2:30][CH2:29][CH2:28][CH2:27]2)=[CH:7][N:6]=1.C1N2CC[N:34](CC2)[CH2:33]1. (5) Given the product [ClH:45].[S:42]1[C:39]2[CH2:40][CH2:41][N:36]([CH2:35][C:31]3[CH:30]=[C:29]([CH:34]=[CH:33][CH:32]=3)[CH2:28][O:15][C:12]3[CH:11]=[CH:10][C:9]([C@@H:5]([C:6]#[C:7][CH3:8])[CH2:4][C:3]([O:2][CH3:1])=[O:16])=[CH:14][CH:13]=3)[CH2:37][C:38]=2[CH:44]=[CH:43]1, predict the reactants needed to synthesize it. The reactants are: [CH3:1][O:2][C:3](=[O:16])[CH2:4][C@@H:5]([C:9]1[CH:14]=[CH:13][C:12]([OH:15])=[CH:11][CH:10]=1)[C:6]#[C:7][CH3:8].C(=O)([O-])[O-].[Cs+].[Cs+].S(O[CH2:28][C:29]1[CH:34]=[CH:33][CH:32]=[C:31]([CH2:35][N:36]2[CH2:41][CH2:40][C:39]3[S:42][CH:43]=[CH:44][C:38]=3[CH2:37]2)[CH:30]=1)(=O)(=O)C.[ClH:45]. (6) The reactants are: [NH2:1][C:2]1[CH:7]=[C:6]([O:8][CH3:9])[CH:5]=[CH:4][C:3]=1[NH:10][CH2:11][C:12]1[CH:13]=[C:14]([CH:19]=[CH:20][CH:21]=1)[C:15]([O:17][CH3:18])=[O:16].[CH:22](O)=O. Given the product [CH3:9][O:8][C:6]1[CH:5]=[CH:4][C:3]2[N:10]([CH2:11][C:12]3[CH:13]=[C:14]([CH:19]=[CH:20][CH:21]=3)[C:15]([O:17][CH3:18])=[O:16])[CH:22]=[N:1][C:2]=2[CH:7]=1, predict the reactants needed to synthesize it.